Dataset: Full USPTO retrosynthesis dataset with 1.9M reactions from patents (1976-2016). Task: Predict the reactants needed to synthesize the given product. (1) The reactants are: Br[C:2]1[S:3][C:4]([C:7]2[CH:12]=[CH:11][C:10]([C:13]3[CH:14]=[N:15][N:16]([CH3:18])[CH:17]=3)=[CH:9][C:8]=2[Cl:19])=[N:5][N:6]=1.[CH3:20][N:21]1[CH2:28][C@@H:27]2[C@@H:23]([CH2:24][NH:25][CH2:26]2)[CH2:22]1. Given the product [Cl:19][C:8]1[CH:9]=[C:10]([C:13]2[CH:14]=[N:15][N:16]([CH3:18])[CH:17]=2)[CH:11]=[CH:12][C:7]=1[C:4]1[S:3][C:2]([N:25]2[CH2:26][C@@H:27]3[C@@H:23]([CH2:22][N:21]([CH3:20])[CH2:28]3)[CH2:24]2)=[N:6][N:5]=1, predict the reactants needed to synthesize it. (2) Given the product [CH3:1][C:2]1([CH3:10])[C@H:7]2[CH2:8][C@@H:3]1[CH2:4][C:5](=[CH2:11])[C:6]2=[O:9], predict the reactants needed to synthesize it. The reactants are: [CH3:1][C:2]1([CH3:10])[C@H:7]2[CH2:8][C@@H:3]1[CH2:4][CH2:5][C:6]2=[O:9].[CH3:11][Si]([N-][Si](C)(C)C)(C)C.[Li+].C=O. (3) Given the product [F:8][C:7]1[C:2]([I:10])=[N:3][C:4]([CH3:9])=[CH:5][CH:6]=1, predict the reactants needed to synthesize it. The reactants are: Br[C:2]1[C:7]([F:8])=[CH:6][CH:5]=[C:4]([CH3:9])[N:3]=1.[I-:10].[Na+].CNCCNC.O. (4) Given the product [C:1]([O:5][C:6]([N:8]1[CH2:13][CH2:12][CH:11]([C:14]2[N:15]([CH2:31][CH2:30][O:32][CH2:33][CH3:34])[C:16]3[CH:22]=[CH:21][CH:20]=[CH:19][C:17]=3[N:18]=2)[CH2:10][CH2:9]1)=[O:7])([CH3:4])([CH3:2])[CH3:3], predict the reactants needed to synthesize it. The reactants are: [C:1]([O:5][C:6]([N:8]1[CH2:13][CH2:12][CH:11]([C:14]2[NH:18][C:17]3[CH:19]=[CH:20][CH:21]=[CH:22][C:16]=3[N:15]=2)[CH2:10][CH2:9]1)=[O:7])([CH3:4])([CH3:3])[CH3:2].[OH-].[K+].CS(O[CH:30]([O:32][CH2:33][CH3:34])[CH3:31])(=O)=O. (5) Given the product [C:1]([NH:4][C:5]1[S:6][C:7]([C:11]2[N:12]=[C:13]([C:16]([Cl:22])=[O:18])[S:14][CH:15]=2)=[C:8]([CH3:10])[N:9]=1)(=[O:3])[CH3:2], predict the reactants needed to synthesize it. The reactants are: [C:1]([NH:4][C:5]1[S:6][C:7]([C:11]2[N:12]=[C:13]([C:16]([OH:18])=O)[S:14][CH:15]=2)=[C:8]([CH3:10])[N:9]=1)(=[O:3])[CH3:2].C(Cl)(=O)C([Cl:22])=O.CN(C)C=O. (6) Given the product [NH2:1][C:4]1[CH:5]=[C:6]([C:14]2[CH:15]=[CH:16][C:17]([NH:20][S:21]([CH3:24])(=[O:23])=[O:22])=[CH:18][CH:19]=2)[CH:7]=[CH:8][C:9]=1[C:10]([F:13])([F:11])[F:12], predict the reactants needed to synthesize it. The reactants are: [N+:1]([C:4]1[CH:5]=[C:6]([C:14]2[CH:19]=[CH:18][C:17]([NH:20][S:21]([CH3:24])(=[O:23])=[O:22])=[CH:16][CH:15]=2)[CH:7]=[CH:8][C:9]=1[C:10]([F:13])([F:12])[F:11])([O-])=O. (7) Given the product [Cl:25][C:26]1[CH:32]=[C:31]([O:33][CH:34]([CH3:35])[CH3:36])[CH:30]=[CH:29][C:27]=1[NH:28][C:2]1[N:10]=[C:9]2[C:5]([N:6]=[CH:7][NH:8]2)=[C:4]([CH2:17][CH2:18][N:19]2[CH2:20][CH2:21][O:22][CH2:23][CH2:24]2)[N:3]=1, predict the reactants needed to synthesize it. The reactants are: Cl[C:2]1[N:10]=[C:9]2[C:5]([N:6]=[CH:7][N:8]2C2CCCCO2)=[C:4]([CH2:17][CH2:18][N:19]2[CH2:24][CH2:23][O:22][CH2:21][CH2:20]2)[N:3]=1.[Cl:25][C:26]1[CH:32]=[C:31]([O:33][CH:34]([CH3:36])[CH3:35])[CH:30]=[CH:29][C:27]=1[NH2:28]. (8) Given the product [C:7]([O:16][C:17]1[CH:22]=[CH:21][C:20]([N:23]=[C:24]([O:34][C:35]2[CH:36]=[CH:37][CH:38]=[CH:39][CH:40]=2)[CH:25]=[CH:26][O:27][C:28]2[CH:33]=[CH:32][CH:31]=[CH:30][CH:29]=2)=[CH:19][CH:18]=1)(=[O:9])[CH3:8], predict the reactants needed to synthesize it. The reactants are: C(=O)([O-])[O-].[K+].[K+].[C:7](Cl)(=[O:9])[CH3:8].CN(C=O)C.[OH:16][C:17]1[CH:22]=[CH:21][C:20]([N:23]=[C:24]([O:34][C:35]2[CH:40]=[CH:39][CH:38]=[CH:37][CH:36]=2)[CH:25]=[CH:26][O:27][C:28]2[CH:33]=[CH:32][CH:31]=[CH:30][CH:29]=2)=[CH:19][CH:18]=1.